This data is from Full USPTO retrosynthesis dataset with 1.9M reactions from patents (1976-2016). The task is: Predict the reactants needed to synthesize the given product. (1) Given the product [C:1]([O:5][C:6]([C:7]1[C:30]2[CH:31]=[CH:32][C:33]([C:34]#[N:35])=[CH:36][C:37]=2[O:21][C:8]=1[C:9]([C:12]1[CH:17]=[CH:16][C:15]([CH2:18][CH3:19])=[C:14]([I:20])[CH:13]=1)([CH3:11])[CH3:10])=[O:22])([CH3:2])([CH3:3])[CH3:4], predict the reactants needed to synthesize it. The reactants are: [C:1]([O:5][C:6](=[O:22])[CH2:7][C:8](=[O:21])[C:9]([C:12]1[CH:17]=[CH:16][C:15]([CH2:18][CH3:19])=[C:14]([I:20])[CH:13]=1)([CH3:11])[CH3:10])([CH3:4])([CH3:3])[CH3:2].C(=O)([O-])[O-].[Cs+].[Cs+].Cl[C:30]1[CH:37]=[CH:36][C:33]([C:34]#[N:35])=[CH:32][C:31]=1[N+]([O-])=O.C(OCC)(=O)C. (2) The reactants are: [CH2:1]([O:3][C:4](=[O:11])[C:5]([CH:9]=[S:10])=[C:6]([NH2:8])[CH3:7])[CH3:2].ClC1C=CC=C(C(OO)=O)C=1. Given the product [CH2:1]([O:3][C:4]([C:5]1[C:6]([CH3:7])=[N:8][S:10][CH:9]=1)=[O:11])[CH3:2], predict the reactants needed to synthesize it.